From a dataset of Full USPTO retrosynthesis dataset with 1.9M reactions from patents (1976-2016). Predict the reactants needed to synthesize the given product. (1) The reactants are: [N+]([CH2:14][CH2:15][CH2:16][CH3:17])([CH2:14][CH2:15][CH2:16][CH3:17])([CH2:14][CH2:15][CH2:16][CH3:17])[CH2:14][CH2:15][CH2:16][CH3:17].[F-].O.O.O.[C:22]1([CH3:28])[CH:27]=[CH:26][CH:25]=[CH:24][CH:23]=1.O.[CH3:30]S(C)=O. Given the product [C:22]1([CH2:28][CH2:17][CH2:16][C:15]2[CH2:14][CH:30]=2)[CH:27]=[CH:26][CH:25]=[CH:24][CH:23]=1, predict the reactants needed to synthesize it. (2) Given the product [CH2:45]([N:41]1[C:42]2[C:38](=[CH:37][C:36]([NH:35][C:6]3[CH:5]=[CH:4][CH:3]=[C:2]([CH3:1])[CH:7]=3)=[CH:44][CH:43]=2)[C:39]([C:57]2[CH:58]=[CH:59][CH:60]=[CH:61][CH:62]=2)=[C:40]1[C:52]([OH:54])=[O:53])[C:46]1[CH:47]=[CH:48][CH:49]=[CH:50][CH:51]=1, predict the reactants needed to synthesize it. The reactants are: [CH3:1][C:2]1[CH:3]=[C:4](B(O)O)[CH:5]=[CH:6][CH:7]=1.C(O)(=O)CCCCCCCCCCCCC.N1C(C)=CC=CC=1C.[NH2:35][C:36]1[CH:37]=[C:38]2[C:42](=[CH:43][CH:44]=1)[N:41]([CH2:45][C:46]1[CH:51]=[CH:50][CH:49]=[CH:48][CH:47]=1)[C:40]([C:52]([O:54]CC)=[O:53])=[C:39]2[C:57]1[CH:62]=[CH:61][CH:60]=[CH:59][CH:58]=1.O.[OH-].[Li+]. (3) Given the product [CH3:8][O:9][C:10]1[CH:17]=[C:16]([O:18][CH3:19])[CH:15]=[CH:14][C:11]=1[CH2:12][NH:1][CH2:2][CH2:3][CH2:4][CH2:5][CH2:6][OH:7], predict the reactants needed to synthesize it. The reactants are: [NH2:1][CH2:2][CH2:3][CH2:4][CH2:5][CH2:6][OH:7].[CH3:8][O:9][C:10]1[CH:17]=[C:16]([O:18][CH3:19])[CH:15]=[CH:14][C:11]=1[CH:12]=O.C(O)(=O)C.[BH4-].[Na+].C([O-])(O)=O.[Na+]. (4) Given the product [C:57]([OH:63])([C:59]([F:62])([F:61])[F:60])=[O:58].[OH2:4].[Cl:51][C:48]1[CH:49]=[CH:50][C:45]([NH:44][C:42](=[O:43])/[CH:41]=[CH:40]/[C@:23]23[CH2:35][C:34](=[O:36])[C:33]([CH:37]([CH3:38])[CH3:39])=[C:24]2[C@@H:25]2[C@@:20]([CH3:52])([CH2:21][CH2:22]3)[C@@:19]3([CH3:53])[C@@H:28]([C@:29]4([CH3:32])[C@@H:16]([CH2:17][CH2:18]3)[C:15]([CH3:54])([CH3:55])[C@@H:14]([O:13][C:11](=[O:12])[CH2:10][C:2]([CH3:1])([CH3:56])[C:3]([OH:5])=[O:4])[CH2:31][CH2:30]4)[CH2:27][CH2:26]2)=[CH:46][CH:47]=1, predict the reactants needed to synthesize it. The reactants are: [CH3:1][C:2]([CH3:56])([CH2:10][C:11]([O:13][C@H:14]1[CH2:31][CH2:30][C@@:29]2([CH3:32])[C@@H:16]([CH2:17][CH2:18][C@:19]3([CH3:53])[C@@H:28]2[CH2:27][CH2:26][C@H:25]2[C@@:20]3([CH3:52])[CH2:21][CH2:22][C@@:23]3(/[CH:40]=[CH:41]/[C:42]([NH:44][C:45]4[CH:50]=[CH:49][C:48]([Cl:51])=[CH:47][CH:46]=4)=[O:43])[CH2:35][C:34](=[O:36])[C:33]([CH:37]([CH3:39])[CH3:38])=[C:24]32)[C:15]1([CH3:55])[CH3:54])=[O:12])[C:3]([O:5]C(C)(C)C)=[O:4].[C:57]([OH:63])([C:59]([F:62])([F:61])[F:60])=[O:58].CC#N. (5) Given the product [F:23][C:22]1[C:17]([C:13]2[CH:14]=[CH:15][CH:16]=[C:11]([N:9]3[CH:10]=[C:6]([C:4]([C:28]4[CH:33]=[CH:32][CH:31]=[CH:30][N:29]=4)=[O:5])[N:7]=[CH:8]3)[CH:12]=2)=[C:18]([O:24][CH3:25])[CH:19]=[CH:20][CH:21]=1, predict the reactants needed to synthesize it. The reactants are: CON(C)[C:4]([C:6]1[N:7]=[CH:8][N:9]([C:11]2[CH:12]=[C:13]([C:17]3[C:22]([F:23])=[CH:21][CH:20]=[CH:19][C:18]=3[O:24][CH3:25])[CH:14]=[CH:15][CH:16]=2)[CH:10]=1)=[O:5].Br[C:28]1[CH:33]=[CH:32][CH:31]=[CH:30][N:29]=1. (6) Given the product [C:36]([N:26]1[CH2:27][CH2:28][CH2:29][C@@H:24]([N:8]2[C:4]3=[N:5][CH:6]=[N:7][C:2]([NH2:1])=[C:3]3[C:10]([C:11]([NH:13][C:14]3[O:15][C:16]4[CH:22]=[CH:21][C:20]([F:23])=[CH:19][C:17]=4[N:18]=3)=[O:12])=[N:9]2)[CH2:25]1)(=[O:39])[CH:37]=[CH2:38], predict the reactants needed to synthesize it. The reactants are: [NH2:1][C:2]1[N:7]=[CH:6][N:5]=[C:4]2[N:8]([C@@H:24]3[CH2:29][CH2:28][CH2:27][NH:26][CH2:25]3)[N:9]=[C:10]([C:11]([NH:13][C:14]3[O:15][C:16]4[CH:22]=[CH:21][C:20]([F:23])=[CH:19][C:17]=4[N:18]=3)=[O:12])[C:3]=12.C(=O)([O-])[O-].[K+].[K+].[C:36](Cl)(=[O:39])[CH:37]=[CH2:38].Cl. (7) Given the product [N:23]1[CH:24]=[CH:25][CH:26]=[C:21]([C:18]2[CH:17]=[CH:16][C:15]3[N:14]=[CH:13][C:12]4[NH:8][N:9]=[CH:10][C:11]=4[C:20]=3[CH:19]=2)[CH:22]=1, predict the reactants needed to synthesize it. The reactants are: COC1C=CC(C[N:8]2[C:12]3[CH:13]=[N:14][C:15]4[CH:16]=[CH:17][C:18]([C:21]5[CH:22]=[N:23][CH:24]=[CH:25][CH:26]=5)=[CH:19][C:20]=4[C:11]=3[CH:10]=[N:9]2)=CC=1.C(O)(C(F)(F)F)=O. (8) Given the product [CH3:20][C:21]1[S:22][C:23]([C:29]2[CH:34]=[CH:33][C:32]([CH3:35])=[CH:31][CH:30]=2)=[C:24]([C:26]([N:3]2[CH2:4][C@H:5]3[C@H:1]([CH2:6]3)[C@H:2]2[CH2:7][NH:8][C:9]([C:11]2[CH:12]=[CH:13][CH:14]=[C:15]3[O:19][CH:18]=[CH:17][C:16]=23)=[O:10])=[O:27])[N:25]=1, predict the reactants needed to synthesize it. The reactants are: [C@H:1]12[CH2:6][C@H:5]1[CH2:4][NH:3][C@@H:2]2[CH2:7][NH:8][C:9]([C:11]1[CH:12]=[CH:13][CH:14]=[C:15]2[O:19][CH:18]=[CH:17][C:16]=12)=[O:10].[CH3:20][C:21]1[S:22][C:23]([C:29]2[CH:34]=[CH:33][C:32]([CH3:35])=[CH:31][CH:30]=2)=[C:24]([C:26](O)=[O:27])[N:25]=1. (9) Given the product [CH3:6][O:7][C:8]1[CH:13]=[CH:12][C:11]([C:14]([C:61]2[CH:66]=[CH:65][C:64]([O:67][CH3:68])=[CH:63][CH:62]=2)([C:55]2[CH:60]=[CH:59][CH:58]=[CH:57][CH:56]=2)[NH:15][S:16]([C:19]2[S:20][C:21]3[CH:27]=[C:26]([O:28][CH2:29][C:30]4[N:31]=[N:32][N:33]([CH2:35][C:36]([NH:38][C@H:39]([CH2:45][S:46][CH2:47][C:48]5[CH:53]=[CH:52][CH:51]=[C:50]([O:54][CH2:78][C:77]#[CH:76])[CH:49]=5)[C:40]([O:42][CH2:43][CH3:44])=[O:41])=[O:37])[CH:34]=4)[CH:25]=[CH:24][C:22]=3[N:23]=2)(=[O:18])=[O:17])=[CH:10][CH:9]=1, predict the reactants needed to synthesize it. The reactants are: CN(C=O)C.[CH3:6][O:7][C:8]1[CH:13]=[CH:12][C:11]([C:14]([C:61]2[CH:66]=[CH:65][C:64]([O:67][CH3:68])=[CH:63][CH:62]=2)([C:55]2[CH:60]=[CH:59][CH:58]=[CH:57][CH:56]=2)[NH:15][S:16]([C:19]2[S:20][C:21]3[CH:27]=[C:26]([O:28][CH2:29][C:30]4[N:31]=[N:32][N:33]([CH2:35][C:36]([NH:38][C@H:39]([CH2:45][S:46][CH2:47][C:48]5[CH:53]=[CH:52][CH:51]=[C:50]([OH:54])[CH:49]=5)[C:40]([O:42][CH2:43][CH3:44])=[O:41])=[O:37])[CH:34]=4)[CH:25]=[CH:24][C:22]=3[N:23]=2)(=[O:18])=[O:17])=[CH:10][CH:9]=1.C([O-])([O-])=O.[K+].[K+].Br[CH2:76][C:77]#[CH:78].